Dataset: Reaction yield outcomes from USPTO patents with 853,638 reactions. Task: Predict the reaction yield, written as a fraction of the theoretical maximum amount of product (1.0 means a 100% yield; for example, 0.34 means a 34% yield). (1) The reactants are [NH2:1][C:2]1[CH:3]=[C:4]2[C:8](=[CH:9][CH:10]=1)[CH2:7][CH2:6][CH2:5]2.[C:11](OC(=O)C)(=[O:13])[CH3:12]. The catalyst is C(O)(=O)C. The product is [C:11]([NH:1][C:2]1[CH:3]=[C:4]2[C:8](=[CH:9][CH:10]=1)[CH2:7][CH2:6][CH2:5]2)(=[O:13])[CH3:12]. The yield is 0.846. (2) The reactants are C([O:3][C:4](=[O:35])[CH:5]([C:28]1[CH:29]=[C:30]([CH3:34])[CH:31]=[CH:32][CH:33]=1)[CH2:6][C:7]1[CH:11]=[C:10]([C:12]2[CH:17]=[CH:16][C:15]([Cl:18])=[C:14]([Cl:19])[CH:13]=2)[N:9]([C:20]2[CH:25]=[CH:24][C:23]([O:26][CH3:27])=[CH:22][CH:21]=2)[N:8]=1)C.Cl.CCOC(C)=O. The catalyst is P([O-])([O-])([O-])=O.CC(O)C.C1(C)C=CC=CC=1. The product is [Cl:19][C:14]1[CH:13]=[C:12]([C:10]2[N:9]([C:20]3[CH:21]=[CH:22][C:23]([O:26][CH3:27])=[CH:24][CH:25]=3)[N:8]=[C:7]([CH2:6][C@@H:5]([C:28]3[CH:29]=[C:30]([CH3:34])[CH:31]=[CH:32][CH:33]=3)[C:4]([OH:35])=[O:3])[CH:11]=2)[CH:17]=[CH:16][C:15]=1[Cl:18]. The yield is 0.400.